From a dataset of Full USPTO retrosynthesis dataset with 1.9M reactions from patents (1976-2016). Predict the reactants needed to synthesize the given product. (1) Given the product [NH2:32][C:19]1[N:18]=[C:17]2[N:16]([CH3:33])[N:15]=[C:14]([C:39]3[CH:40]=[C:35]([Cl:34])[C:36]([OH:50])=[C:37]([Cl:49])[CH:38]=3)[C:22]2=[C:21]([NH:23][CH2:24][CH2:25][N:26]2[CH2:31][CH2:30][O:29][CH2:28][CH2:27]2)[N:20]=1, predict the reactants needed to synthesize it. The reactants are: BrC1C2C(=NC(N)=NC=2)N(C)N=1.Br[C:14]1[C:22]2[C:17](=[N:18][C:19]([NH2:32])=[N:20][C:21]=2[NH:23][CH2:24][CH2:25][N:26]2[CH2:31][CH2:30][O:29][CH2:28][CH2:27]2)[N:16]([CH3:33])[N:15]=1.[Cl:34][C:35]1[CH:40]=[C:39](B2OCC(C)(C)CO2)[CH:38]=[C:37]([Cl:49])[C:36]=1[OH:50]. (2) Given the product [I:8][C:5]1[CH:6]=[CH:7][C:20]([N:18]([CH3:19])[CH3:17])=[N:3][CH:4]=1, predict the reactants needed to synthesize it. The reactants are: NC1[CH:7]=[CH:6][C:5]([I:8])=[CH:4][N:3]=1.[H-].[Na+].IC.CC(O)=O.[CH3:17][N:18]([CH:20]=O)[CH3:19]. (3) Given the product [NH2:1][C:2]1[CH:9]=[C:8]([O:14][CH2:13][CH:12]([CH3:15])[CH3:11])[C:5]([C:6]#[N:7])=[CH:4][N:3]=1, predict the reactants needed to synthesize it. The reactants are: [NH2:1][C:2]1[CH:9]=[C:8](F)[C:5]([C:6]#[N:7])=[CH:4][N:3]=1.[CH3:11][CH:12]([CH3:15])[CH2:13][OH:14]. (4) The reactants are: [CH3:1][N:2]([CH3:12])[C:3]1[CH:11]=[CH:10][C:6]([C:7](Cl)=[O:8])=[CH:5][CH:4]=1.[NH2:13][CH2:14][CH:15]([OH:18])[CH2:16][OH:17]. Given the product [OH:18][CH:15]([CH2:16][OH:17])[CH2:14][NH:13][C:7](=[O:8])[C:6]1[CH:10]=[CH:11][C:3]([N:2]([CH3:12])[CH3:1])=[CH:4][CH:5]=1, predict the reactants needed to synthesize it. (5) Given the product [CH2:15]([NH:18][C:8]1[C:13]([F:14])=[CH:12][CH:11]=[CH:10][N:9]=1)[CH:16]=[CH2:17].[ClH:7], predict the reactants needed to synthesize it. The reactants are: CC([O-])(C)C.[Na+].[Cl:7][C:8]1[C:13]([F:14])=[CH:12][CH:11]=[CH:10][N:9]=1.[CH2:15]([NH2:18])[CH:16]=[CH2:17]. (6) Given the product [ClH:69].[NH2:61][CH2:60][C@H:57]1[CH2:56][CH2:55][C@H:54]([C:52]([NH:51][C@H:36]([C:37](=[O:50])[NH:38][C:39]2[CH:44]=[CH:43][C:42]([C:45]3[N:46]=[N:47][NH:48][N:49]=3)=[CH:41][CH:40]=2)[CH2:35][C:32]2[CH:33]=[CH:34][C:29]([C:10]3[CH:11]=[CH:12][C:13]([C:15]([NH:16][CH:17]4[CH2:18][CH2:19][N:20]([CH2:23][C:24]([F:26])([F:27])[F:25])[CH2:21][CH2:22]4)=[O:28])=[CH:14][C:9]=3[CH3:8])=[CH:30][CH:31]=2)=[O:53])[CH2:59][CH2:58]1, predict the reactants needed to synthesize it. The reactants are: FC(F)(F)C(O)=O.[CH3:8][C:9]1[CH:14]=[C:13]([C:15](=[O:28])[NH:16][CH:17]2[CH2:22][CH2:21][N:20]([CH2:23][C:24]([F:27])([F:26])[F:25])[CH2:19][CH2:18]2)[CH:12]=[CH:11][C:10]=1[C:29]1[CH:34]=[CH:33][C:32]([CH2:35][C@H:36]([NH:51][C:52]([C@H:54]2[CH2:59][CH2:58][C@H:57]([CH2:60][NH:61]C(=O)OC(C)(C)C)[CH2:56][CH2:55]2)=[O:53])[C:37](=[O:50])[NH:38][C:39]2[CH:44]=[CH:43][C:42]([C:45]3[N:46]=[N:47][NH:48][N:49]=3)=[CH:41][CH:40]=2)=[CH:31][CH:30]=1.[ClH:69]. (7) Given the product [Na+:40].[Cl:1][C:2]1[CH:3]=[C:4]([CH2:28][N:29]2[CH:33]=[CH:32][C:31]([C:34]([O-:36])=[O:35])=[N:30]2)[CH:5]=[CH:6][C:7]=1[C:8]1[N:12]=[C:11]([C:13]2[S:14][C:15]([C:24]([F:27])([F:25])[F:26])=[C:16]([C:18]3[CH:23]=[CH:22][CH:21]=[CH:20][CH:19]=3)[CH:17]=2)[O:10][N:9]=1, predict the reactants needed to synthesize it. The reactants are: [Cl:1][C:2]1[CH:3]=[C:4]([CH2:28][N:29]2[CH:33]=[CH:32][C:31]([C:34]([O:36]CC)=[O:35])=[N:30]2)[CH:5]=[CH:6][C:7]=1[C:8]1[N:12]=[C:11]([C:13]2[S:14][C:15]([C:24]([F:27])([F:26])[F:25])=[C:16]([C:18]3[CH:23]=[CH:22][CH:21]=[CH:20][CH:19]=3)[CH:17]=2)[O:10][N:9]=1.[OH-].[Na+:40].